This data is from Forward reaction prediction with 1.9M reactions from USPTO patents (1976-2016). The task is: Predict the product of the given reaction. (1) Given the reactants CS(O[CH2:6][CH2:7][CH2:8][NH:9][C:10](=[O:40])[C:11]1[CH:16]=[CH:15][C:14]([N:17]2[C:24](=[S:25])[N:23]([C:26]3[CH:27]=[N:28][C:29]([C:36]#[N:37])=[C:30]([C:32]([F:35])([F:34])[F:33])[CH:31]=3)[C:22](=[O:38])[C:18]32[CH2:21][CH2:20][CH2:19]3)=[CH:13][C:12]=1[F:39])(=O)=O.Cl.[F:42][C:43]1([F:48])[CH2:47][CH2:46][NH:45][CH2:44]1.C(N(CC)CC)C.CCOC(C)=O, predict the reaction product. The product is: [C:36]([C:29]1[N:28]=[CH:27][C:26]([N:23]2[C:22](=[O:38])[C:18]3([CH2:21][CH2:20][CH2:19]3)[N:17]([C:14]3[CH:15]=[CH:16][C:11]([C:10]([NH:9][CH2:8][CH2:7][CH2:6][N:45]4[CH2:46][CH2:47][C:43]([F:48])([F:42])[CH2:44]4)=[O:40])=[C:12]([F:39])[CH:13]=3)[C:24]2=[S:25])=[CH:31][C:30]=1[C:32]([F:33])([F:35])[F:34])#[N:37]. (2) The product is: [Cl:1][C:2]1[CH:3]=[C:4]([C:21]2[CH:22]=[CH:23][C:24]([Cl:27])=[CH:25][CH:26]=2)[C:5]2[O:10][CH:9]([C:11]([F:12])([F:14])[F:13])[C:8]([C:15]([OH:17])=[O:16])=[CH:7][C:6]=2[CH:20]=1. Given the reactants [Cl:1][C:2]1[CH:3]=[C:4]([C:21]2[CH:26]=[CH:25][C:24]([Cl:27])=[CH:23][CH:22]=2)[C:5]2[O:10][CH:9]([C:11]([F:14])([F:13])[F:12])[C:8]([C:15]([O:17]CC)=[O:16])=[CH:7][C:6]=2[CH:20]=1.[OH-].[Na+], predict the reaction product. (3) Given the reactants [CH2:1]([Mg]Br)[CH3:2].[CH3:5][N:6]1[C:10]2[CH:11]=[C:12]([C:15]3[CH:16]=[N:17][CH:18]=[CH:19][C:20]=3[CH:21]=[O:22])[CH:13]=[CH:14][C:9]=2[O:8][C:7]1=[O:23], predict the reaction product. The product is: [OH:22][CH:21]([C:20]1[CH:19]=[CH:18][N:17]=[CH:16][C:15]=1[C:12]1[CH:13]=[CH:14][C:9]2[O:8][C:7](=[O:23])[N:6]([CH3:5])[C:10]=2[CH:11]=1)[CH2:1][CH3:2].